This data is from Reaction yield outcomes from USPTO patents with 853,638 reactions. The task is: Predict the reaction yield, written as a fraction of the theoretical maximum amount of product (1.0 means a 100% yield; for example, 0.34 means a 34% yield). (1) The reactants are CS[C:3]1[O:4][C:5]2[CH:11]=[CH:10][C:9]([N+:12]([O-:14])=[O:13])=[CH:8][C:6]=2[N:7]=1.[CH3:15][N:16]([CH3:21])[CH2:17][CH2:18][NH:19][CH3:20]. No catalyst specified. The product is [CH3:15][N:16]([CH3:21])[CH2:17][CH2:18][N:19]([CH3:20])[C:3]1[O:4][C:5]2[CH:11]=[CH:10][C:9]([N+:12]([O-:14])=[O:13])=[CH:8][C:6]=2[N:7]=1. The yield is 0.440. (2) The reactants are [C:1]([CH2:14][C:15]([CH2:18][CH2:19][S:20](Cl)(=[O:22])=[O:21])([F:17])[F:16])([C:4]([C:7]([C:10]([F:13])([F:12])[F:11])([F:9])[F:8])([F:6])[F:5])([F:3])[F:2].[CH3:24][N:25]([CH2:27][CH2:28][CH2:29][NH2:30])[CH3:26]. No catalyst specified. The product is [C:1]([CH2:14][C:15]([CH2:18][CH2:19][S:20]([NH:30][CH2:29][CH2:28][CH2:27][N:25]([CH3:26])[CH3:24])(=[O:22])=[O:21])([F:17])[F:16])([C:4]([C:7]([C:10]([F:13])([F:12])[F:11])([F:9])[F:8])([F:6])[F:5])([F:3])[F:2]. The yield is 0.968. (3) The reactants are [NH2:1][C:2]1[CH:7]=[CH:6][C:5]([NH2:8])=[CH:4][N:3]=1.N1C=CC=CC=1.Cl[C:16]([O:18][CH2:19][C:20]([Cl:23])([Cl:22])[Cl:21])=[O:17].O. The catalyst is O1CCCC1. The product is [NH2:1][C:2]1[N:3]=[CH:4][C:5]([NH:8][C:16](=[O:17])[O:18][CH2:19][C:20]([Cl:23])([Cl:22])[Cl:21])=[CH:6][CH:7]=1. The yield is 0.181.